Dataset: Reaction yield outcomes from USPTO patents with 853,638 reactions. Task: Predict the reaction yield, written as a fraction of the theoretical maximum amount of product (1.0 means a 100% yield; for example, 0.34 means a 34% yield). (1) The reactants are Br[C:2]1[N:7]=[C:6]2[S:8][C:9]([N:11]=[C:12](SC)SC)=[N:10][C:5]2=[N:4][CH:3]=1.Cl.Cl.[NH2:19][CH2:20][C@@:21]1([OH:29])[CH:26]2[CH2:27][CH2:28][N:23]([CH2:24][CH2:25]2)[CH2:22]1.C(=O)([O-])[O-].[Cs+].[Cs+].[CH3:36][S-:37].[Na+]. The catalyst is CN(C=O)C.O. The product is [CH3:36][S:37][C:2]1[N:7]=[C:6]2[S:8][C:9]([NH:11][C:12]3[O:29][C@:21]4([CH2:20][N:19]=3)[CH:26]3[CH2:25][CH2:24][N:23]([CH2:28][CH2:27]3)[CH2:22]4)=[N:10][C:5]2=[N:4][CH:3]=1. The yield is 0.460. (2) The reactants are [CH:1]([O:4][C:5]1[CH:10]=[CH:9][C:8]([C:11]2[CH:16]=[CH:15][C:14]([O:17][CH3:18])=[C:13]([O:19][CH3:20])[CH:12]=2)=[CH:7][C:6]=1[C:21]([OH:23])=O)([CH3:3])[CH3:2].Cl.Cl.[NH2:26][CH:27]([CH2:30][C:31]1[C:39]2[C:34](=[CH:35][N:36]=[CH:37][CH:38]=2)[NH:33][CH:32]=1)[CH2:28][OH:29].C1C=CC2N(O)N=NC=2C=1.CCN=C=NCCCN(C)C. The catalyst is CN(C=O)C.O.C(N(CC)CC)C. The product is [OH:29][CH2:28][CH:27]([NH:26][C:21]([C:6]1[CH:7]=[C:8]([C:11]2[CH:16]=[CH:15][C:14]([O:17][CH3:18])=[C:13]([O:19][CH3:20])[CH:12]=2)[CH:9]=[CH:10][C:5]=1[O:4][CH:1]([CH3:3])[CH3:2])=[O:23])[CH2:30][C:31]1[C:39]2[C:34](=[CH:35][N:36]=[CH:37][CH:38]=2)[NH:33][CH:32]=1. The yield is 0.430. (3) The reactants are [CH3:1][C@H:2]1[CH2:7][C@@H:6]([CH3:8])[CH2:5][N:4]([C:9]2[CH:14]=[CH:13][C:12]([C:15]3[CH:20]=[CH:19][CH:18]=[CH:17][C:16]=3[C:21]3[N:22]=[N:23][N:24](C(C4C=CC=CC=4)(C4C=CC=CC=4)C4C=CC=CC=4)[N:25]=3)=[CH:11][C:10]=2[NH2:45])[CH2:3]1.[C:46]1([CH3:56])[CH:51]=[CH:50][C:49]([CH2:52][C:53](O)=[O:54])=[CH:48][CH:47]=1.F[P-](F)(F)(F)(F)F.N1(O[P+](N(C)C)(N(C)C)N(C)C)C2C=CC=CC=2N=N1.Cl.O1CCOCC1. The catalyst is CN(C=O)C. The product is [CH3:1][C@H:2]1[CH2:7][C@@H:6]([CH3:8])[CH2:5][N:4]([C:9]2[CH:14]=[CH:13][C:12]([C:15]3[CH:20]=[CH:19][CH:18]=[CH:17][C:16]=3[C:21]3[NH:25][N:24]=[N:23][N:22]=3)=[CH:11][C:10]=2[NH:45][C:53](=[O:54])[CH2:52][C:49]2[CH:50]=[CH:51][C:46]([CH3:56])=[CH:47][CH:48]=2)[CH2:3]1. The yield is 0.680. (4) The reactants are COC1C=CC(C[N:10]2[C:15](=[O:16])[CH:14]=[C:13]3[CH2:17][CH2:18][CH2:19][O:20][C:12]3=[N:11]2)=CC=1.C1(OC)C=CC=CC=1. The catalyst is C(O)(C(F)(F)F)=O. The product is [N:11]1[NH:10][C:15](=[O:16])[CH:14]=[C:13]2[CH2:17][CH2:18][CH2:19][O:20][C:12]=12. The yield is 0.880. (5) The reactants are [N-:1]([S:9]([C:12]([F:15])([F:14])[F:13])(=[O:11])=[O:10])[S:2]([C:5]([F:8])([F:7])[F:6])(=[O:4])=[O:3].[Li+].[Br-].[CH2:18]([N+:22]1[CH:26]=[CH:25][N:24]([CH2:27][CH2:28][CH2:29][CH2:30][CH2:31][CH2:32][CH2:33][CH2:34][CH2:35][CH2:36][CH2:37][CH2:38][CH2:39][CH2:40][CH2:41][CH3:42])[CH:23]=1)[CH2:19][CH2:20][CH3:21].ClCCl. The catalyst is O.CC(C)=O. The product is [N-:1]([S:2]([C:5]([F:8])([F:6])[F:7])(=[O:4])=[O:3])[S:9]([C:12]([F:15])([F:14])[F:13])(=[O:11])=[O:10].[CH2:18]([N+:22]1[CH:26]=[CH:25][N:24]([CH2:27][CH2:28][CH2:29][CH2:30][CH2:31][CH2:32][CH2:33][CH2:34][CH2:35][CH2:36][CH2:37][CH2:38][CH2:39][CH2:40][CH2:41][CH3:42])[CH:23]=1)[CH2:19][CH2:20][CH3:21]. The yield is 0.900. (6) The reactants are [N+:1]([C:4]1[CH:5]=[C:6]([CH:20]=[CH:21][CH:22]=1)[C:7]([NH:9][CH2:10][C:11]1[CH:19]=[CH:18][C:14]([C:15]([O-])=[O:16])=[CH:13][CH:12]=1)=[O:8])([O-:3])=[O:2].O.[NH2:24][NH2:25]. The catalyst is CCO. The product is [NH:24]([C:15]([C:14]1[CH:18]=[CH:19][C:11]([CH2:10][NH:9][C:7](=[O:8])[C:6]2[CH:20]=[CH:21][CH:22]=[C:4]([N+:1]([O-:3])=[O:2])[CH:5]=2)=[CH:12][CH:13]=1)=[O:16])[NH2:25]. The yield is 0.760.